This data is from Reaction yield outcomes from USPTO patents with 853,638 reactions. The task is: Predict the reaction yield, written as a fraction of the theoretical maximum amount of product (1.0 means a 100% yield; for example, 0.34 means a 34% yield). The reactants are [N+:1]([C:4]1[CH:5]=[C:6]([CH:9]=[CH:10][CH:11]=1)[CH:7]=O)([O-:3])=[O:2].O.[OH-].[Na+].[CH3:15][C:16]([CH3:18])=[O:17]. No catalyst specified. The product is [N+:1]([C:4]1[CH:5]=[C:6](/[CH:7]=[CH:15]/[C:16](=[O:17])[CH3:18])[CH:9]=[CH:10][CH:11]=1)([O-:3])=[O:2]. The yield is 0.780.